This data is from Full USPTO retrosynthesis dataset with 1.9M reactions from patents (1976-2016). The task is: Predict the reactants needed to synthesize the given product. (1) Given the product [NH2:16][C:6]1[C:7]([C:8]([NH:10][CH2:11][C:12](=[O:14])[CH3:13])=[O:9])=[C:2]([Cl:1])[N:3]=[CH:4][N:5]=1, predict the reactants needed to synthesize it. The reactants are: [Cl:1][C:2]1[C:7]([C:8]([NH:10][CH2:11][C:12](=[O:14])[CH3:13])=[O:9])=[C:6](Cl)[N:5]=[CH:4][N:3]=1.[NH3:16]. (2) Given the product [NH:8]([C:15]1[CH:27]=[C:26]([C:28]2[CH:33]=[CH:32][CH:31]=[CH:30][CH:29]=2)[CH:25]=[CH:24][C:16]=1[C:17]([OH:19])=[O:18])[C:9]1[CH:10]=[CH:11][CH:12]=[CH:13][CH:14]=1, predict the reactants needed to synthesize it. The reactants are: FC(F)(F)C(O)=O.[NH:8]([C:15]1[CH:27]=[C:26]([C:28]2[CH:33]=[CH:32][CH:31]=[CH:30][CH:29]=2)[CH:25]=[CH:24][C:16]=1[C:17]([O:19]C(C)(C)C)=[O:18])[C:9]1[CH:14]=[CH:13][CH:12]=[CH:11][CH:10]=1.